From a dataset of Forward reaction prediction with 1.9M reactions from USPTO patents (1976-2016). Predict the product of the given reaction. (1) Given the reactants CN1CCOCC1.[NH2:8][C:9]1[C:10]2[C:17]([C:18]([OH:20])=O)=[CH:16][N:15]([C@@H:21]3[O:33][C@H:32]([CH2:34][O:35][C:36](=[O:38])[CH3:37])[C@@H:27]([O:28][C:29](=[O:31])[CH3:30])[C@@:22]3([CH3:39])[O:23][C:24](=[O:26])[CH3:25])[C:11]=2[N:12]=[CH:13][N:14]=1.[NH:40]([C:42]([O:44][C:45]([CH3:48])([CH3:47])[CH3:46])=[O:43])[NH2:41].O.N1(O)C2C=CC=CC=2N=N1, predict the reaction product. The product is: [NH2:8][C:9]1[C:10]2[C:17]([C:18]([NH:41][NH:40][C:42]([O:44][C:45]([CH3:48])([CH3:47])[CH3:46])=[O:43])=[O:20])=[CH:16][N:15]([C@@H:21]3[O:33][C@H:32]([CH2:27][O:28][C:29](=[O:31])[CH3:30])[C@@H:34]([O:35][C:36](=[O:38])[CH3:37])[C@@:22]3([CH3:39])[O:23][C:24](=[O:26])[CH3:25])[C:11]=2[N:12]=[CH:13][N:14]=1. (2) Given the reactants [NH2:1][C:2]1[CH:15]=[CH:14][C:5]([O:6][C:7]2[CH:12]=[C:11](Cl)[N:10]=[CH:9][N:8]=2)=[CH:4][C:3]=1[F:16].[NH3:17], predict the reaction product. The product is: [NH2:17][C:11]1[CH:12]=[C:7]([O:6][C:5]2[CH:14]=[CH:15][C:2]([NH2:1])=[C:3]([F:16])[CH:4]=2)[N:8]=[CH:9][N:10]=1. (3) Given the reactants [Cl:1][C:2]1[C:3]([C:9]#[N:10])=[N:4][CH:5]=[C:6](Cl)[CH:7]=1.[CH3:11][C:12]1(C)C(C)(C)OB(C=C)O1.C(=O)([O-])[O-].[Na+].[Na+], predict the reaction product. The product is: [Cl:1][C:2]1[C:3]([C:9]#[N:10])=[N:4][CH:5]=[C:6]([CH:11]=[CH2:12])[CH:7]=1. (4) Given the reactants C(N(CCCC)C(C1N=C(C2C=CC(C(O)=O)=CC=2C(N2[C@H](CO)CC3C(=CC=CC=3)C2)=O)N(CCC2C=CC=CC=2)C=1)=O)CCC.[CH2:48]([N:55]1[CH:59]=[C:58]([C:60](=[O:70])[N:61]([CH2:66][CH2:67][CH2:68][CH3:69])[CH2:62][CH2:63][CH2:64][CH3:65])[N:57]=[C:56]1[C:71]1[CH:80]=[CH:79][C:74]([C:75]([O:77]C)=[O:76])=[CH:73][C:72]=1[C:81]([N:83]1[C@H:92]([CH2:93][OH:94])[CH2:91][C:90]2[C:85](=[CH:86][CH:87]=[CH:88][CH:89]=2)[CH2:84]1)=[O:82])[C:49]1[CH:54]=[CH:53][CH:52]=[CH:51][CH:50]=1, predict the reaction product. The product is: [CH2:48]([N:55]1[CH:59]=[C:58]([C:60](=[O:70])[N:61]([CH2:66][CH2:67][CH2:68][CH3:69])[CH2:62][CH2:63][CH2:64][CH3:65])[N:57]=[C:56]1[C:71]1[CH:80]=[CH:79][C:74]([C:75]([OH:77])=[O:76])=[CH:73][C:72]=1[C:81]([N:83]1[C@H:92]([CH2:93][OH:94])[CH2:91][C:90]2[C:85](=[CH:86][CH:87]=[CH:88][CH:89]=2)[CH2:84]1)=[O:82])[C:49]1[CH:50]=[CH:51][CH:52]=[CH:53][CH:54]=1. (5) Given the reactants [C:1]([O:5][C:6]([NH:8][C:9]([NH:19][C:20]([O:22][C:23]([CH3:26])([CH3:25])[CH3:24])=[O:21])=[N:10][C:11]1[CH:16]=[CH:15][C:14]([CH2:17][OH:18])=[CH:13][CH:12]=1)=[O:7])([CH3:4])([CH3:3])[CH3:2], predict the reaction product. The product is: [C:1]([O:5][C:6]([NH:8][C:9]([NH:19][C:20]([O:22][C:23]([CH3:26])([CH3:25])[CH3:24])=[O:21])=[N:10][C:11]1[CH:16]=[CH:15][C:14]([CH:17]=[O:18])=[CH:13][CH:12]=1)=[O:7])([CH3:4])([CH3:3])[CH3:2]. (6) Given the reactants [I:1][C:2]1[C:3](=[O:20])[C:4]2[C:5]([O:12][C:13]=1[C:14]1[CH:19]=[CH:18][CH:17]=[CH:16][CH:15]=1)=[N:6][C:7]([O:10]C)=[CH:8][CH:9]=2, predict the reaction product. The product is: [I:1][C:2]1[C:3](=[O:20])[C:4]2[CH:9]=[CH:8][C:7](=[O:10])[NH:6][C:5]=2[O:12][C:13]=1[C:14]1[CH:15]=[CH:16][CH:17]=[CH:18][CH:19]=1.